This data is from Forward reaction prediction with 1.9M reactions from USPTO patents (1976-2016). The task is: Predict the product of the given reaction. Given the reactants C1C2C(=CC=CC=2)C(CC([C:13]2C=CC=C[N:14]=2)C)=C1.[CH2:19]([Li])[CH2:20][CH2:21][CH3:22].[CH3:24][CH2:25][CH2:26]CCC.O1[CH2:34][CH2:33][CH2:32][CH2:31]1.O1[CH2:39][CH2:38][CH2:37][CH2:36]1.O1CCC[CH2:41]1.[Cl-:45].[Cl-].[Cl-].[Cr+3:48], predict the reaction product. The product is: [Cl-:45].[Cl-:45].[N:14]1[CH:13]=[CH:19][CH:20]=[CH:21][C:22]=1[C:32]([C:33]1[C:34]2[C:38](=[CH:39][CH:24]=[CH:25][CH:26]=2)[CH:37]([Cr+2:48])[CH:36]=1)([CH3:41])[CH3:31].